Regression. Given a peptide amino acid sequence and an MHC pseudo amino acid sequence, predict their binding affinity value. This is MHC class I binding data. From a dataset of Peptide-MHC class I binding affinity with 185,985 pairs from IEDB/IMGT. (1) The peptide sequence is LQRFSVAPM. The MHC is HLA-B48:01 with pseudo-sequence HLA-B48:01. The binding affinity (normalized) is 0.304. (2) The peptide sequence is LSAGVGAVA. The MHC is HLA-A02:03 with pseudo-sequence HLA-A02:03. The binding affinity (normalized) is 0.477. (3) The peptide sequence is VLMTHFFSV. The MHC is HLA-A68:02 with pseudo-sequence HLA-A68:02. The binding affinity (normalized) is 0.572. (4) The peptide sequence is APIKEFKAKI. The MHC is HLA-B51:01 with pseudo-sequence HLA-B51:01. The binding affinity (normalized) is 0.0743.